Dataset: Forward reaction prediction with 1.9M reactions from USPTO patents (1976-2016). Task: Predict the product of the given reaction. (1) The product is: [CH3:3][C:2]1=[CH:4][CH2:8][CH2:7][CH2:6][C:5](=[O:9])[O:12][CH:10]([CH3:11])[CH2:1]1. Given the reactants [CH2:1]=[C:2]([CH:4]1[CH2:8][CH2:7][CH2:6][C:5]1=[O:9])[CH3:3].[CH:10](=[O:12])[CH3:11].B(F)(F)F.CCOCC, predict the reaction product. (2) Given the reactants [H-].[Na+].CN(C)C=O.[OH:8][C:9]1[CH:14]=[CH:13][C:12]([S:15][C:16]2[CH:21]=[CH:20][C:19]([N+:22]([O-:24])=[O:23])=[C:18]([N:25]([C:27]([O:29][C:30]([CH3:33])([CH3:32])[CH3:31])=[O:28])[CH3:26])[CH:17]=2)=[CH:11][CH:10]=1.[CH2:34]([O:36][C:37]([C:39]1[N:43]([CH2:44][C:45]2[CH:50]=[CH:49][C:48]([C:51]3[CH:56]=[CH:55][CH:54]=[CH:53][C:52]=3[C:57]3[N:61]([C:62]([C:75]4[CH:80]=[CH:79][CH:78]=[CH:77][CH:76]=4)([C:69]4[CH:74]=[CH:73][CH:72]=[CH:71][CH:70]=4)[C:63]4[CH:68]=[CH:67][CH:66]=[CH:65][CH:64]=4)[N:60]=[N:59][N:58]=3)=[CH:47][CH:46]=2)[C:42]([CH2:81][CH2:82][CH3:83])=[N:41][C:40]=1[CH2:84]Cl)=[O:38])[CH3:35], predict the reaction product. The product is: [CH2:34]([O:36][C:37]([C:39]1[N:43]([CH2:44][C:45]2[CH:46]=[CH:47][C:48]([C:51]3[CH:56]=[CH:55][CH:54]=[CH:53][C:52]=3[C:57]3[N:61]([C:62]([C:63]4[CH:68]=[CH:67][CH:66]=[CH:65][CH:64]=4)([C:75]4[CH:76]=[CH:77][CH:78]=[CH:79][CH:80]=4)[C:69]4[CH:70]=[CH:71][CH:72]=[CH:73][CH:74]=4)[N:60]=[N:59][N:58]=3)=[CH:49][CH:50]=2)[C:42]([CH2:81][CH2:82][CH3:83])=[N:41][C:40]=1[CH2:84][O:8][C:9]1[CH:14]=[CH:13][C:12]([S:15][C:16]2[CH:21]=[CH:20][C:19]([N+:22]([O-:24])=[O:23])=[C:18]([N:25]([C:27]([O:29][C:30]([CH3:33])([CH3:32])[CH3:31])=[O:28])[CH3:26])[CH:17]=2)=[CH:11][CH:10]=1)=[O:38])[CH3:35]. (3) The product is: [NH2:1][C:4]1[CH:12]=[CH:11][CH:10]=[C:9]2[C:5]=1[C:6]([CH2:20][CH3:21])=[N:7][N:8]2[C:13]([O:15][C:16]([CH3:18])([CH3:17])[CH3:19])=[O:14]. Given the reactants [N+:1]([C:4]1[CH:12]=[CH:11][CH:10]=[C:9]2[C:5]=1[C:6]([CH:20]=[CH2:21])=[N:7][N:8]2[C:13]([O:15][C:16]([CH3:19])([CH3:18])[CH3:17])=[O:14])([O-])=O, predict the reaction product.